This data is from Forward reaction prediction with 1.9M reactions from USPTO patents (1976-2016). The task is: Predict the product of the given reaction. The product is: [CH:37]1([NH:43][C:25]([C:16]2[C:15]([CH2:14][N:7]([CH2:6][C:5]3[CH:28]=[C:29]([C:31]([F:34])([F:33])[F:32])[CH:30]=[C:3]([C:2]([F:1])([F:35])[F:36])[CH:4]=3)[C:8]3[N:9]=[N:10][N:11]([CH3:13])[N:12]=3)=[CH:20][C:19]([C:21]([F:24])([F:22])[F:23])=[CH:18][N:17]=2)=[O:26])[CH2:42][CH2:41][CH2:40][CH2:39][CH2:38]1. Given the reactants [F:1][C:2]([F:36])([F:35])[C:3]1[CH:4]=[C:5]([CH:28]=[C:29]([C:31]([F:34])([F:33])[F:32])[CH:30]=1)[CH2:6][N:7]([CH2:14][C:15]1[C:16]([C:25](O)=[O:26])=[N:17][CH:18]=[C:19]([C:21]([F:24])([F:23])[F:22])[CH:20]=1)[C:8]1[N:9]=[N:10][N:11]([CH3:13])[N:12]=1.[CH:37]1([NH2:43])[CH2:42][CH2:41][CH2:40][CH2:39][CH2:38]1.C1C=NC2N(O)N=NC=2C=1, predict the reaction product.